This data is from Catalyst prediction with 721,799 reactions and 888 catalyst types from USPTO. The task is: Predict which catalyst facilitates the given reaction. (1) Reactant: [CH:1]1([N:6]2[C:10]3[N:11]=[C:12]([NH:15][C:16]4[CH:25]=[CH:24][C:19]([C:20]([O:22]C)=[O:21])=[CH:18][N:17]=4)[N:13]=[CH:14][C:9]=3[CH:8]=[C:7]2[C:26](=[O:30])[N:27]([CH3:29])[CH3:28])[CH2:5][CH2:4][CH2:3][CH2:2]1.[Li+].[OH-].Cl.[Li+].[Cl-]. Product: [CH:1]1([N:6]2[C:10]3[N:11]=[C:12]([NH:15][C:16]4[CH:25]=[CH:24][C:19]([C:20]([OH:22])=[O:21])=[CH:18][N:17]=4)[N:13]=[CH:14][C:9]=3[CH:8]=[C:7]2[C:26](=[O:30])[N:27]([CH3:28])[CH3:29])[CH2:2][CH2:3][CH2:4][CH2:5]1. The catalyst class is: 378. (2) Reactant: [F:1][C:2]([F:15])([F:14])[CH2:3][C:4]1[S:13][C:7]2[N:8]=[CH:9][NH:10][C:11](=O)[C:6]=2[CH:5]=1.O=P(Cl)(Cl)[Cl:18]. Product: [Cl:18][C:11]1[C:6]2[CH:5]=[C:4]([CH2:3][C:2]([F:15])([F:14])[F:1])[S:13][C:7]=2[N:8]=[CH:9][N:10]=1. The catalyst class is: 3. (3) Reactant: [CH2:1]([O:4][C:5]1[C:6](/[C:19](/[CH2:24][CH3:25])=[C:20](/[F:23])\[CH2:21][OH:22])=[CH:7][C:8]2[C:9]([CH3:18])([CH3:17])[CH2:10][CH2:11][C:12]([CH3:16])([CH3:15])[C:13]=2[CH:14]=1)[CH2:2][CH3:3].C([N+](CCC)(CCC)CCC)CC.C[N+]1([O-])CCOCC1. Product: [CH2:1]([O:4][C:5]1[C:6](/[C:19](/[CH2:24][CH3:25])=[C:20](/[F:23])\[CH:21]=[O:22])=[CH:7][C:8]2[C:9]([CH3:17])([CH3:18])[CH2:10][CH2:11][C:12]([CH3:16])([CH3:15])[C:13]=2[CH:14]=1)[CH2:2][CH3:3]. The catalyst class is: 545.